The task is: Regression. Given two drug SMILES strings and cell line genomic features, predict the synergy score measuring deviation from expected non-interaction effect.. This data is from NCI-60 drug combinations with 297,098 pairs across 59 cell lines. (1) Drug 1: CCN(CC)CCNC(=O)C1=C(NC(=C1C)C=C2C3=C(C=CC(=C3)F)NC2=O)C. Drug 2: C1CN1C2=NC(=NC(=N2)N3CC3)N4CC4. Cell line: HCT116. Synergy scores: CSS=33.0, Synergy_ZIP=0.238, Synergy_Bliss=-3.97, Synergy_Loewe=-15.4, Synergy_HSA=-4.74. (2) Drug 1: CC1C(C(CC(O1)OC2CC(CC3=C2C(=C4C(=C3O)C(=O)C5=C(C4=O)C(=CC=C5)OC)O)(C(=O)C)O)N)O.Cl. Drug 2: C1CC(C1)(C(=O)O)C(=O)O.[NH2-].[NH2-].[Pt+2]. Cell line: RXF 393. Synergy scores: CSS=45.3, Synergy_ZIP=-2.42, Synergy_Bliss=-1.83, Synergy_Loewe=-0.899, Synergy_HSA=0.279. (3) Drug 1: CC1=C(C(=CC=C1)Cl)NC(=O)C2=CN=C(S2)NC3=CC(=NC(=N3)C)N4CCN(CC4)CCO. Drug 2: CS(=O)(=O)OCCCCOS(=O)(=O)C. Cell line: SF-268. Synergy scores: CSS=-1.69, Synergy_ZIP=-0.0626, Synergy_Bliss=1.01, Synergy_Loewe=-5.22, Synergy_HSA=-2.82. (4) Drug 1: CC1C(C(CC(O1)OC2CC(CC3=C2C(=C4C(=C3O)C(=O)C5=C(C4=O)C(=CC=C5)OC)O)(C(=O)CO)O)N)O.Cl. Drug 2: CN(C)N=NC1=C(NC=N1)C(=O)N. Cell line: SK-MEL-28. Synergy scores: CSS=-2.66, Synergy_ZIP=1.52, Synergy_Bliss=0.467, Synergy_Loewe=-3.95, Synergy_HSA=-2.95.